Dataset: Forward reaction prediction with 1.9M reactions from USPTO patents (1976-2016). Task: Predict the product of the given reaction. (1) Given the reactants C[C:2]1[C:7]([N:8]([C:15]([CH2:17][C:18]2[CH:19]=[CH:20][CH:21]=[CH:22][CH:23]=2)=O)C(C(OC)=O)C)=[C:6]([CH3:24])[CH:5]=[CH:4][CH:3]=1.CC1C([N:32]([C:39](COC)=O)C(C(OC)=O)C)=C(C)C=CC=1.CC1C=CC=C(C)C=1[N:53](C(CCl)=O)C1C(=O)OCC1.CC1C(N(N2C(=O)OCC2)C(COC)=O)=C(C)C=CC=1.CCCCCCCCCCCCN1CC(C)OC(C)C1.CC1OC(C)CNC1.CC1OCC(C)NC1.CCCCCCCCCCCCNC(N)=N.C([O-])(=O)C.C(NC(N)=[NH2+])CCCCCCCCCCC.CC1OC(C)CN(C2CCCCCCCCCCC2)C1.C[C@H]1O[C@@H](C)CN(CC(CC2C=CC(C(C)(C)C)=CC=2)C)C1.CC(CN1CCCCC1)CC1C=CC(C(C)(C)C)=CC=1.C(CCCNCCCCCCCCN=C(N)N)CCCCN=C(N)N, predict the reaction product. The product is: [NH:8]([CH2:7][CH2:2][CH2:3][CH2:4][CH2:5][CH2:6][CH2:24][CH2:39][NH2:32])[CH2:15][CH2:17][CH2:18][CH2:19][CH2:20][CH2:21][CH2:22][CH2:23][NH2:53]. (2) Given the reactants [Cl:1][C:2]1[C:3]2[C:17]([I:18])=[CH:16][NH:15][C:4]=2[N:5]=[C:6]([NH:8][C:9](=[O:14])[C:10]([CH3:13])([CH3:12])[CH3:11])[N:7]=1.Cl[CH2:20][C:21]1[C:26]([CH3:27])=[C:25]([O:28][CH3:29])[C:24]([CH3:30])=[CH:23][N+:22]=1[O-:31].C([O-])([O-])=O.[K+].[K+], predict the reaction product. The product is: [Cl:1][C:2]1[C:3]2[C:17]([I:18])=[CH:16][N:15]([CH2:20][C:21]3[C:26]([CH3:27])=[C:25]([O:28][CH3:29])[C:24]([CH3:30])=[CH:23][N+:22]=3[O-:31])[C:4]=2[N:5]=[C:6]([NH:8][C:9](=[O:14])[C:10]([CH3:11])([CH3:12])[CH3:13])[N:7]=1. (3) Given the reactants [F:1][C:2]1[CH:7]=[CH:6][C:5]([C:8]2[NH:12][C:11]([C@@H:13]3[CH2:17][CH2:16][CH2:15][N:14]3[C:18]([C@:20]34[CH2:64][CH2:63][C@@H:62]([C:65]5([CH3:68])[CH2:67][CH2:66]5)[C@@H:21]3[C@@H:22]3[C@@:35]([CH3:38])([CH2:36][CH2:37]4)[C@@:34]4([CH3:39])[C@@H:25]([C@@:26]5([CH3:61])[C@H:31]([CH2:32][CH2:33]4)[C:30]([CH3:41])([CH3:40])[C@@H:29](C4(C([O-])=O)CC(C(OCC6C=CC=CC=6)=O)C4(C)C)[CH2:28][CH2:27]5)[CH2:24][CH2:23]3)=[O:19])=[N:10][CH:9]=2)=[CH:4][CH:3]=1.[CH:69]([O-:71])=[O:70].[NH4+].CC[O:75][C:76]([CH3:78])=[O:77].CO, predict the reaction product. The product is: [F:1][C:2]1[CH:7]=[CH:6][C:5]([C:8]2[NH:12][C:11]([C@@H:13]3[CH2:17][CH2:16][CH2:15][N:14]3[C:18]([C@:20]34[CH2:64][CH2:63][C@@H:62]([C:65]5([CH3:68])[CH2:67][CH2:66]5)[C@@H:21]3[C@@H:22]3[C@@:35]([CH3:38])([CH2:36][CH2:37]4)[C@@:34]4([CH3:39])[C@@H:25]([C@:26]5([CH3:61])[C@@H:31]([CH2:32][CH2:33]4)[C:30]([CH3:41])([CH3:40])[C@@H:29]([O:70][C:69]([CH:4]4[CH2:3][CH:78]([C:76]([OH:75])=[O:77])[C:5]4([CH3:8])[CH3:6])=[O:71])[CH2:28][CH2:27]5)[CH2:24][CH2:23]3)=[O:19])=[N:10][CH:9]=2)=[CH:4][CH:3]=1. (4) Given the reactants [OH-].[Na+].[F:3][C:4]1[CH:13]=[C:12]([C:14]2[N:18]=[C:17]([C:19]3[CH:24]=[CH:23][C:22]([N:25]4[CH2:30][CH2:29][CH2:28][CH2:27][CH:26]4[CH3:31])=[C:21]([CH2:32][O:33][CH3:34])[CH:20]=3)[O:16][N:15]=2)[CH:11]=[CH:10][C:5]=1[C:6]([O:8]C)=[O:7].Cl, predict the reaction product. The product is: [F:3][C:4]1[CH:13]=[C:12]([C:14]2[N:18]=[C:17]([C:19]3[CH:24]=[CH:23][C:22]([N:25]4[CH2:30][CH2:29][CH2:28][CH2:27][CH:26]4[CH3:31])=[C:21]([CH2:32][O:33][CH3:34])[CH:20]=3)[O:16][N:15]=2)[CH:11]=[CH:10][C:5]=1[C:6]([OH:8])=[O:7]. (5) Given the reactants Cl[C:2]1[CH:3]=[CH:4][C:5]([N+:16]([O-:18])=[O:17])=[C:6]([NH:8][C:9]2[CH:14]=[CH:13][CH:12]=[CH:11][C:10]=2[CH3:15])[CH:7]=1.[Na].[CH3:20][OH:21], predict the reaction product. The product is: [CH3:20][O:21][C:2]1[CH:3]=[CH:4][C:5]([N+:16]([O-:18])=[O:17])=[C:6]([NH:8][C:9]2[CH:14]=[CH:13][CH:12]=[CH:11][C:10]=2[CH3:15])[CH:7]=1.